Dataset: Full USPTO retrosynthesis dataset with 1.9M reactions from patents (1976-2016). Task: Predict the reactants needed to synthesize the given product. (1) Given the product [N:8]1([C@@H:5]2[CH2:6][CH2:7][C:3]([C:1]#[N:2])=[CH:4]2)[CH2:13][CH2:12][NH:11][CH2:10][CH2:9]1, predict the reactants needed to synthesize it. The reactants are: [C:1]([C:3]1[CH2:7][CH2:6][C@@H:5]([N:8]2[CH2:13][CH2:12][N:11](C(OC(C)(C)C)=O)[CH2:10][CH2:9]2)[CH:4]=1)#[N:2].O1CCOCC1.Cl. (2) Given the product [C:37]([NH:35][C:34]1[CH:41]=[C:40]([NH:39][C:2]2[N:7]=[C:6]([C:8]3[C:9]([C:17]4[CH:18]=[C:19]([NH:23][C:24](=[O:33])[C:25]5[C:30]([F:31])=[CH:29][CH:28]=[CH:27][C:26]=5[F:32])[CH:20]=[CH:21][CH:22]=4)=[N:10][N:11]4[CH:16]=[CH:15][CH:14]=[CH:13][C:12]=34)[CH:5]=[CH:4][N:3]=2)[CH:45]=[CH:44][CH:43]=1)(=[O:38])[CH3:51], predict the reactants needed to synthesize it. The reactants are: Cl[C:2]1[N:7]=[C:6]([C:8]2[C:9]([C:17]3[CH:18]=[C:19]([NH:23][C:24](=[O:33])[C:25]4[C:30]([F:31])=[CH:29][CH:28]=[CH:27][C:26]=4[F:32])[CH:20]=[CH:21][CH:22]=3)=[N:10][N:11]3[CH:16]=[CH:15][CH:14]=[CH:13][C:12]=23)[CH:5]=[CH:4][N:3]=1.[CH3:34][N:35]([CH:37]=[O:38])C.[NH2:39][C:40]1[CH:41]=C(CC(N)=O)[CH:43]=[CH:44][CH:45]=1.Cl.[CH3:51]CO. (3) Given the product [S:3]1[CH:4]=[CH:5][N:6]=[C:2]1[C:12]1[N:16]2[CH:17]=[CH:18][C:19]([C:21]([F:22])([F:23])[F:24])=[N:20][C:15]2=[N:14][CH:13]=1, predict the reactants needed to synthesize it. The reactants are: Br[C:2]1[S:3][CH:4]=[CH:5][N:6]=1.C([Sn](CCCC)(CCCC)[C:12]1[N:16]2[CH:17]=[CH:18][C:19]([C:21]([F:24])([F:23])[F:22])=[N:20][C:15]2=[N:14][CH:13]=1)CCC.